Dataset: Forward reaction prediction with 1.9M reactions from USPTO patents (1976-2016). Task: Predict the product of the given reaction. (1) Given the reactants [F:1][C:2]1[CH:7]=[C:6]([N+:8]([O-])=O)[C:5]([O:11][CH3:12])=[CH:4][C:3]=1[N:13]1[CH2:18][CH2:17][N:16]([CH:19]([CH3:21])[CH3:20])[CH2:15][CH2:14]1.O.NN, predict the reaction product. The product is: [F:1][C:2]1[C:3]([N:13]2[CH2:14][CH2:15][N:16]([CH:19]([CH3:21])[CH3:20])[CH2:17][CH2:18]2)=[CH:4][C:5]([O:11][CH3:12])=[C:6]([CH:7]=1)[NH2:8]. (2) Given the reactants [Mg].[CH:2]1[CH2:6][CH:5]=[CH:4][CH:3]=1.[Ru:7](Cl)(Cl)Cl, predict the reaction product. The product is: [CH-:2]1[CH:6]=[CH:5][CH:4]=[CH:3]1.[CH-:2]1[CH:6]=[CH:5][CH:4]=[CH:3]1.[Ru+2:7].